This data is from Full USPTO retrosynthesis dataset with 1.9M reactions from patents (1976-2016). The task is: Predict the reactants needed to synthesize the given product. (1) Given the product [Br:1][C:2]1[CH:9]=[CH:8][C:5]([CH:6]=[O:7])=[C:4]([O:12][CH3:11])[CH:3]=1, predict the reactants needed to synthesize it. The reactants are: [Br:1][C:2]1[CH:9]=[CH:8][C:5]([CH:6]=[O:7])=[C:4](F)[CH:3]=1.[CH3:11][O-:12].[Na+]. (2) Given the product [CH2:3]([C:7]1[C:17]([CH2:18][C:19]2[N:24]=[C:23]([C:25]([OH:27])=[O:26])[CH:22]=[CH:21][CH:20]=2)=[C:10]2[CH:11]=[CH:12][C:13]([O:15][CH3:16])=[CH:14][N:9]2[N:8]=1)[CH:4]([CH3:6])[CH3:5], predict the reactants needed to synthesize it. The reactants are: [OH-].[K+].[CH2:3]([C:7]1[C:17]([CH2:18][C:19]2[N:24]=[C:23]([C:25]([O:27]C)=[O:26])[CH:22]=[CH:21][CH:20]=2)=[C:10]2[CH:11]=[CH:12][C:13]([O:15][CH3:16])=[CH:14][N:9]2[N:8]=1)[CH:4]([CH3:6])[CH3:5].Cl.